Dataset: Full USPTO retrosynthesis dataset with 1.9M reactions from patents (1976-2016). Task: Predict the reactants needed to synthesize the given product. (1) The reactants are: C1([C@H]2OC(=O)N[C@@H]2[C:13]2[CH:18]=[CH:17][N:16]=[C:15]([C:19]#[C:20]C3C=CC=CN=3)[CH:14]=2)C=CC=CC=1.Br[C:28]1[CH:29]=[C:30]([C@@H:34]2[C@@H:38]([C:39]3[CH:44]=[CH:43][CH:42]=[C:41]([F:45])[CH:40]=3)[O:37][C:36](=[O:46])[NH:35]2)[CH:31]=[N:32][CH:33]=1.C[Si](C#CC1C=CC=CN=1)(C)C. Given the product [F:45][C:41]1[CH:40]=[C:39]([C@H:38]2[O:37][C:36](=[O:46])[NH:35][C@@H:34]2[C:30]2[CH:31]=[N:32][CH:33]=[C:28]([C:20]#[C:19][C:15]3[CH:14]=[CH:13][CH:18]=[CH:17][N:16]=3)[CH:29]=2)[CH:44]=[CH:43][CH:42]=1, predict the reactants needed to synthesize it. (2) Given the product [CH:17]1([N:5]2[C:4](=[O:20])[C:3]([C:21]([O:23][CH2:24][CH3:25])=[O:22])=[C:2]([NH:27][CH3:26])[C:7]([C:8]3[CH:13]=[CH:12][CH:11]=[C:10]([N+:14]([O-:16])=[O:15])[CH:9]=3)=[N:6]2)[CH2:19][CH2:18]1, predict the reactants needed to synthesize it. The reactants are: Cl[C:2]1[C:7]([C:8]2[CH:13]=[CH:12][CH:11]=[C:10]([N+:14]([O-:16])=[O:15])[CH:9]=2)=[N:6][N:5]([CH:17]2[CH2:19][CH2:18]2)[C:4](=[O:20])[C:3]=1[C:21]([O:23][CH2:24][CH3:25])=[O:22].[CH3:26][NH2:27].